From a dataset of Forward reaction prediction with 1.9M reactions from USPTO patents (1976-2016). Predict the product of the given reaction. (1) Given the reactants [ClH:1].[NH2:2][C@@H:3]([CH3:14])[C@@H:4]([C:6]1[CH:11]=[CH:10][CH:9]=[C:8]([CH2:12][CH3:13])[CH:7]=1)[OH:5].[F:15][C:16]1[CH:21]=[CH:20][C:19]([N:22]2[C:30]3[C:25](=[CH:26][C:27](I)=[CH:28][CH:29]=3)[CH:24]=[N:23]2)=[CH:18][CH:17]=1.C(=O)([O-])[O-].[Cs+].[Cs+], predict the reaction product. The product is: [ClH:1].[CH2:12]([C:8]1[CH:7]=[C:6]([C@@H:4]([O:5][C:27]2[CH:26]=[C:25]3[C:30](=[CH:29][CH:28]=2)[N:22]([C:19]2[CH:20]=[CH:21][C:16]([F:15])=[CH:17][CH:18]=2)[N:23]=[CH:24]3)[C@@H:3]([NH2:2])[CH3:14])[CH:11]=[CH:10][CH:9]=1)[CH3:13]. (2) Given the reactants ClN1C(=O)CCC1=O.[F:9][C:10]([F:22])([F:21])[O:11][C:12]1[CH:20]=[CH:19][C:15]([CH:16]=[N:17][OH:18])=[CH:14][CH:13]=1.[NH2:23][C:24]1[CH:31]=[CH:30][C:27]([CH:28]=[CH2:29])=[CH:26][CH:25]=1.C(N(CC)CC)C, predict the reaction product. The product is: [F:9][C:10]([F:21])([F:22])[O:11][C:12]1[CH:20]=[CH:19][C:15]([C:16]2[CH2:29][CH:28]([C:27]3[CH:30]=[CH:31][C:24]([NH2:23])=[CH:25][CH:26]=3)[O:18][N:17]=2)=[CH:14][CH:13]=1.